Dataset: Peptide-MHC class II binding affinity with 134,281 pairs from IEDB. Task: Regression. Given a peptide amino acid sequence and an MHC pseudo amino acid sequence, predict their binding affinity value. This is MHC class II binding data. (1) The peptide sequence is VRKVCYNAVLTHVKIHHHHHH. The MHC is DRB1_0801 with pseudo-sequence DRB1_0801. The binding affinity (normalized) is 0.469. (2) The peptide sequence is ANEAVQDPKFWELVD. The MHC is DRB1_0901 with pseudo-sequence DRB1_0901. The binding affinity (normalized) is 0.274. (3) The peptide sequence is AFILDGDNTFPKV. The MHC is DRB1_0401 with pseudo-sequence DRB1_0401. The binding affinity (normalized) is 0.587. (4) The peptide sequence is SGMAEATSLDTMTQM. The MHC is DRB1_0405 with pseudo-sequence DRB1_0405. The binding affinity (normalized) is 0.462. (5) The peptide sequence is VRVDMVRHRIKEHML. The MHC is DRB4_0103 with pseudo-sequence DRB4_0103. The binding affinity (normalized) is 0.778. (6) The peptide sequence is AYLVLDPLIYFGPFA. The binding affinity (normalized) is 0.851. The MHC is DRB3_0101 with pseudo-sequence DRB3_0101. (7) The peptide sequence is YDKFLANVSTVLTGD. The MHC is DRB1_1302 with pseudo-sequence DRB1_1302. The binding affinity (normalized) is 1.00. (8) The peptide sequence is EDTNIYNSNEAFKVE. The MHC is HLA-DPA10103-DPB10401 with pseudo-sequence HLA-DPA10103-DPB10401. The binding affinity (normalized) is 0.119.